Dataset: Forward reaction prediction with 1.9M reactions from USPTO patents (1976-2016). Task: Predict the product of the given reaction. (1) Given the reactants [H-].[Na+].[CH2:3]([C:6]1[C:14]2[C:9](=[CH:10][CH:11]=[CH:12][CH:13]=2)[NH:8][CH:7]=1)[CH2:4][CH3:5].[F:15][C:16]1[CH:35]=[CH:34][C:19]([CH2:20][NH:21][C:22]([C:24]2[CH:29]=[CH:28][C:27]([S:30](Cl)(=[O:32])=[O:31])=[CH:26][CH:25]=2)=[O:23])=[CH:18][CH:17]=1.C([O-])(O)=O.[Na+], predict the reaction product. The product is: [F:15][C:16]1[CH:17]=[CH:18][C:19]([CH2:20][NH:21][C:22](=[O:23])[C:24]2[CH:29]=[CH:28][C:27]([S:30]([N:8]3[C:9]4[C:14](=[CH:13][CH:12]=[CH:11][CH:10]=4)[C:6]([CH2:3][CH2:4][CH3:5])=[CH:7]3)(=[O:31])=[O:32])=[CH:26][CH:25]=2)=[CH:34][CH:35]=1. (2) Given the reactants [Br:1][C:2]1[C:3](/[CH:19]=[N:20]\[S@:21]([C:23]([CH3:26])([CH3:25])[CH3:24])=[O:22])=[N:4][CH:5]=[C:6]([N:8]2[C:16](=[O:17])[C:15]3[C:10](=[CH:11][CH:12]=[CH:13][CH:14]=3)[C:9]2=[O:18])[CH:7]=1.[Br-].[F:28][C:29]1[CH:30]=[C:31]([CH:34]=[C:35]([F:37])[CH:36]=1)[CH2:32][Zn+].[Cl-].[NH4+], predict the reaction product. The product is: [Br:1][C:2]1[C:3]([C@@H:19]([NH:20][S@:21]([C:23]([CH3:26])([CH3:25])[CH3:24])=[O:22])[CH2:32][C:31]2[CH:30]=[C:29]([F:28])[CH:36]=[C:35]([F:37])[CH:34]=2)=[N:4][CH:5]=[C:6]([N:8]2[C:9](=[O:18])[C:10]3[C:15](=[CH:14][CH:13]=[CH:12][CH:11]=3)[C:16]2=[O:17])[CH:7]=1. (3) Given the reactants [CH3:1][C:2]1[C:7]([CH3:8])=[CH:6][CH:5]=[CH:4][C:3]=1[OH:9].Br[CH2:11][CH2:12][CH2:13][C:14]([O:16][CH2:17][CH3:18])=[O:15].C(=O)([O-])[O-].[K+].[K+], predict the reaction product. The product is: [CH3:1][C:2]1[C:7]([CH3:8])=[CH:6][CH:5]=[CH:4][C:3]=1[O:9][CH2:11][CH2:12][CH2:13][C:14]([O:16][CH2:17][CH3:18])=[O:15]. (4) The product is: [CH:34]1([N:29]2[CH2:28][C:27]3([CH2:37][CH2:38][N:24]([S:21]([C:18]4[CH:17]=[CH:16][C:15]([C:3]5[CH:2]=[N:1][C:10]6[C:5]([CH:4]=5)=[CH:6][CH:7]=[CH:8][CH:9]=6)=[CH:20][CH:19]=4)(=[O:22])=[O:23])[CH2:25][CH2:26]3)[O:32][CH2:31][C:30]2=[O:33])[CH2:35][CH2:36]1. Given the reactants [N:1]1[C:10]2[C:5](=[CH:6][CH:7]=[CH:8][CH:9]=2)[CH:4]=[C:3](B(O)O)[CH:2]=1.Br[C:15]1[CH:20]=[CH:19][C:18]([S:21]([N:24]2[CH2:38][CH2:37][C:27]3([O:32][CH2:31][C:30](=[O:33])[N:29]([CH:34]4[CH2:36][CH2:35]4)[CH2:28]3)[CH2:26][CH2:25]2)(=[O:23])=[O:22])=[CH:17][CH:16]=1, predict the reaction product. (5) Given the reactants [Cl:1][C:2]1[CH:27]=[C:26]([Cl:28])[CH:25]=[CH:24][C:3]=1[O:4][C:5]1[CH:10]=[CH:9][CH:8]=[CH:7][C:6]=1[NH:11][S:12]([C:15]1[CH:23]=[CH:22][C:18]([C:19](O)=[O:20])=[CH:17][CH:16]=1)(=[O:14])=[O:13].[N:29]1([CH2:35][CH2:36][CH2:37][N:38]2[CH2:43][CH2:42][O:41][CH2:40][CH2:39]2)[CH2:34][CH2:33][NH:32][CH2:31][CH2:30]1, predict the reaction product. The product is: [Cl:1][C:2]1[CH:27]=[C:26]([Cl:28])[CH:25]=[CH:24][C:3]=1[O:4][C:5]1[CH:10]=[CH:9][CH:8]=[CH:7][C:6]=1[NH:11][S:12]([C:15]1[CH:16]=[CH:17][C:18]([C:19]([N:32]2[CH2:31][CH2:30][N:29]([CH2:35][CH2:36][CH2:37][N:38]3[CH2:39][CH2:40][O:41][CH2:42][CH2:43]3)[CH2:34][CH2:33]2)=[O:20])=[CH:22][CH:23]=1)(=[O:14])=[O:13]. (6) Given the reactants [C:1]([O:5][C:6]([N:8]1[CH2:13][CH2:12][CH:11]([NH2:14])[CH2:10][CH2:9]1)=[O:7])([CH3:4])([CH3:3])[CH3:2].[F:15][C:16]1[CH:17]=[C:18]([CH:21]=[CH:22][C:23]=1[N+:24]([O-:26])=[O:25])[CH:19]=O.[BH4-].[Na+].C(O)(=O)C, predict the reaction product. The product is: [C:1]([O:5][C:6]([N:8]1[CH2:13][CH2:12][CH:11]([NH:14][CH2:19][C:18]2[CH:21]=[CH:22][C:23]([N+:24]([O-:26])=[O:25])=[C:16]([F:15])[CH:17]=2)[CH2:10][CH2:9]1)=[O:7])([CH3:4])([CH3:2])[CH3:3]. (7) Given the reactants [C:1]([C:4]1[N:5]=[C:6]([N:9]2[CH2:12][CH:11]([OH:13])[CH2:10]2)[O:7][CH:8]=1)(=[O:3])[NH2:2].[CH3:14][S:15](Cl)(=[O:17])=[O:16].C(N(CC)CC)C.CO, predict the reaction product. The product is: [C:1]([C:4]1[N:5]=[C:6]([N:9]2[CH2:12][CH:11]([O:13][S:15]([CH3:14])(=[O:17])=[O:16])[CH2:10]2)[O:7][CH:8]=1)(=[O:3])[NH2:2].